From a dataset of Peptide-MHC class II binding affinity with 134,281 pairs from IEDB. Regression. Given a peptide amino acid sequence and an MHC pseudo amino acid sequence, predict their binding affinity value. This is MHC class II binding data. (1) The MHC is DRB1_0901 with pseudo-sequence DRB1_0901. The peptide sequence is LESDMIIPKSLAGPI. The binding affinity (normalized) is 0.218. (2) The peptide sequence is FTRGKLMSSLHLKRY. The MHC is DRB4_0101 with pseudo-sequence DRB4_0103. The binding affinity (normalized) is 0.296. (3) The peptide sequence is EEDIEIIPIQEEEY. The MHC is DRB3_0101 with pseudo-sequence DRB3_0101. The binding affinity (normalized) is 0.237. (4) The peptide sequence is LNYILWENNIKLTVV. The MHC is DRB1_0301 with pseudo-sequence DRB1_0301. The binding affinity (normalized) is 0.644. (5) The peptide sequence is TNDRKWCFEGPEEHE. The MHC is DRB5_0101 with pseudo-sequence DRB5_0101. The binding affinity (normalized) is 0.521. (6) The peptide sequence is NLADAVSKAPQLVPK. The MHC is DRB1_0701 with pseudo-sequence DRB1_0701. The binding affinity (normalized) is 0.355.